This data is from hERG Central: cardiac toxicity at 1µM, 10µM, and general inhibition. The task is: Predict hERG channel inhibition at various concentrations. (1) The drug is CCS(=O)(=O)N1N=C(c2cccc(NS(C)(=O)=O)c2)CC1c1ccc(C)cc1. Results: hERG_inhib (hERG inhibition (general)): blocker. (2) Results: hERG_inhib (hERG inhibition (general)): blocker. The drug is CCC(O)C1CCN(Cc2cn(Cc3ccccc3)nc2-c2cc3ccccc3o2)CC1. (3) The compound is CCOc1ccc2nc(N(CCN(CC)CC)C(=O)c3cccc([N+](=O)[O-])c3)sc2c1.Cl. Results: hERG_inhib (hERG inhibition (general)): blocker. (4) The molecule is CCCCc1ccc(NC(=O)N2CCN(c3cc(C)nc4ccccc34)CC2)c(C)c1. Results: hERG_inhib (hERG inhibition (general)): blocker. (5) The compound is Cc1cc(=O)oc(C)c1C(=O)OCc1ccc([N+](=O)[O-])cc1. Results: hERG_inhib (hERG inhibition (general)): blocker. (6) The drug is Cc1ccc(OC(C)C(=O)N2CC(=O)Nc3ccccc32)cc1. Results: hERG_inhib (hERG inhibition (general)): blocker. (7) Results: hERG_inhib (hERG inhibition (general)): blocker. The compound is CCC1CCCCN1CCCNC(=O)c1ccc(/C=C2/Sc3ccccc3NC2=O)cc1. (8) The compound is Cc1c(C)n(CCc2ccccc2)c2ncnc(NCCCN(C)C)c12. Results: hERG_inhib (hERG inhibition (general)): blocker.